Dataset: PAMPA (Parallel Artificial Membrane Permeability Assay) permeability data from NCATS. Task: Regression/Classification. Given a drug SMILES string, predict its absorption, distribution, metabolism, or excretion properties. Task type varies by dataset: regression for continuous measurements (e.g., permeability, clearance, half-life) or binary classification for categorical outcomes (e.g., BBB penetration, CYP inhibition). Dataset: pampa_ncats. (1) The compound is CC(=O)NC1=CC=CC(=C1)C2=CN3C=NC=C3C(=C2)C4=CN=C(C=C4)OC. The result is 1 (high permeability). (2) The compound is CCC1=CC=C(C=C1)C2C(=C(NC3=C(C=NN23)C(=O)NC4=CC=C(C=C4)C)C)C(=O)NC5=CC=CC=C5OC. The result is 1 (high permeability). (3) The molecule is CN1C2=C(C=C(C=C2)NC(=O)C3=CC(=CC=C3)Br)N=C1CN4CCCCC4. The result is 1 (high permeability). (4) The drug is C1=CC=C(C(=C1)C2=NC3=CC=CC=C3C(=N2)NCC4=CC=CS4)C(F)(F)F. The result is 1 (high permeability).